From a dataset of Full USPTO retrosynthesis dataset with 1.9M reactions from patents (1976-2016). Predict the reactants needed to synthesize the given product. (1) Given the product [CH:61]1([S:58]([C:54]2[CH:53]=[C:52]([CH2:51][CH2:50][CH2:49][CH2:48][O:47][CH2:46][CH2:45][CH2:44][CH2:43][CH2:42][CH2:41][N:8]([CH2:1][C:2]3[CH:7]=[CH:6][CH:5]=[CH:4][CH:3]=3)[CH2:9][C@@H:10]([C:12]3[CH:21]=[CH:20][C:19]([O:22][CH2:23][C:24]4[CH:29]=[CH:28][CH:27]=[CH:26][CH:25]=4)=[C:18]4[C:13]=3[CH:14]=[CH:15][C:16](=[O:30])[NH:17]4)[OH:11])[CH:57]=[CH:56][CH:55]=2)(=[O:60])=[O:59])[CH2:65][CH2:64][CH2:63][CH2:62]1, predict the reactants needed to synthesize it. The reactants are: [CH2:1]([NH:8][CH2:9][C@@H:10]([C:12]1[CH:21]=[CH:20][C:19]([O:22][CH2:23][C:24]2[CH:29]=[CH:28][CH:27]=[CH:26][CH:25]=2)=[C:18]2[C:13]=1[CH:14]=[CH:15][C:16](=[O:30])[NH:17]2)[OH:11])[C:2]1[CH:7]=[CH:6][CH:5]=[CH:4][CH:3]=1.C(N(CC)C(C)C)(C)C.Br[CH2:41][CH2:42][CH2:43][CH2:44][CH2:45][CH2:46][O:47][CH2:48][CH2:49][CH2:50][CH2:51][C:52]1[CH:57]=[CH:56][CH:55]=[C:54]([S:58]([CH:61]2[CH2:65][CH2:64][CH2:63][CH2:62]2)(=[O:60])=[O:59])[CH:53]=1. (2) Given the product [Br:8][C:9]1[CH:10]=[C:11]([O:18][CH3:19])[C:12]([OH:17])=[C:13]([CH2:14][OH:15])[CH:16]=1, predict the reactants needed to synthesize it. The reactants are: [BH4-].[Na+].C1COCC1.[Br:8][C:9]1[CH:10]=[C:11]([O:18][CH3:19])[C:12]([OH:17])=[C:13]([CH:16]=1)[CH:14]=[O:15].Cl. (3) Given the product [Cl:14][C:10]1[CH:9]=[C:8]2[C:13]([C:5]([N:4]([CH:24]([CH3:26])[CH3:25])[CH2:3][CH2:2][NH:1][C:31]([CH:27]3[CH2:30][CH2:29][CH2:28]3)=[O:32])([CH2:16][C:17]3[CH:22]=[CH:21][CH:20]=[C:19]([Cl:23])[CH:18]=3)[C:6](=[O:15])[NH:7]2)=[CH:12][CH:11]=1, predict the reactants needed to synthesize it. The reactants are: [NH2:1][CH2:2][CH2:3][N:4]([CH:24]([CH3:26])[CH3:25])[C:5]1([CH2:16][C:17]2[CH:22]=[CH:21][CH:20]=[C:19]([Cl:23])[CH:18]=2)[C:13]2[C:8](=[CH:9][C:10]([Cl:14])=[CH:11][CH:12]=2)[NH:7][C:6]1=[O:15].[CH:27]1([C:31](O)=[O:32])[CH2:30][CH2:29][CH2:28]1.CCN=C=NCCCN(C)C.Cl.C1C=CC2N(O)N=NC=2C=1.CCN(C(C)C)C(C)C. (4) Given the product [C:11]1([C:15]([O-:16])=[C:1]([N+:2]([O-:4])=[O:3])[CH:5]=[C:6]([N+:7]([O-:9])=[O:8])[CH:10]=1)[N+:12]([O-:14])=[O:13].[NH4+:17].[NH2:37][C:38]([NH2:40])=[O:39], predict the reactants needed to synthesize it. The reactants are: [C:1]1([C:15]([OH:16])=[C:11]([N+:12]([O-:14])=[O:13])[CH:10]=[C:6]([N+:7]([O-:9])=[O:8])[CH:5]=1)[N+:2]([O-:4])=[O:3].[NH2:17]C(N)=O.C1C([N+]([O-])=O)=C(N)C([N+]([O-])=O)=CC=1[N+]([O-])=O.[NH:37]1C(=O)NC(=O)[NH:40][C:38]1=[O:39].